This data is from Full USPTO retrosynthesis dataset with 1.9M reactions from patents (1976-2016). The task is: Predict the reactants needed to synthesize the given product. (1) Given the product [OH:6][C@@:7]([C:28]1[CH:29]=[C:30]2[C:35](=[CH:36][CH:37]=1)[CH:34]=[C:33]([C:38]([NH:40][CH3:41])=[O:39])[CH:32]=[CH:31]2)([C:14]1[N:15]=[CH:16][N:17]([S:19]([C:22]2[CH:23]=[CH:24][CH:25]=[CH:26][CH:27]=2)(=[O:21])=[O:20])[CH:18]=1)[CH2:8][CH2:9][OH:10], predict the reactants needed to synthesize it. The reactants are: [Cl-].[Ca+2].[Cl-].[BH4-].[Na+].[OH:6][C@@:7]([C:28]1[CH:37]=[CH:36][C:35]2[C:30](=[CH:31][CH:32]=[C:33]([C:38]([NH:40][CH3:41])=[O:39])[CH:34]=2)[CH:29]=1)([C:14]1[N:15]=[CH:16][N:17]([S:19]([C:22]2[CH:27]=[CH:26][CH:25]=[CH:24][CH:23]=2)(=[O:21])=[O:20])[CH:18]=1)[CH2:8][C:9](OCC)=[O:10].Cl.[OH-].[Na+]. (2) The reactants are: [Br:1][C:2]1[CH:7]=[CH:6][C:5]([OH:8])=[CH:4][CH:3]=1.Br[CH2:10][CH:11]1[CH2:14][CH2:13][CH2:12]1.[OH-].[Na+]. Given the product [Br:1][C:2]1[CH:7]=[CH:6][C:5]([O:8][CH2:10][CH:11]2[CH2:14][CH2:13][CH2:12]2)=[CH:4][CH:3]=1, predict the reactants needed to synthesize it. (3) Given the product [C:37]([NH:2][C:3]1[CH:8]=[CH:7][C:6]([C:9]2[N:14]=[CH:13][N:12]=[C:11]([NH:15][C@H:16]([C:24]([O:26][CH3:27])=[O:25])[CH2:17][C:18]3[CH:23]=[CH:22][CH:21]=[CH:20][CH:19]=3)[CH:10]=2)=[CH:5][CH:4]=1)(=[O:44])[C:38]1[CH:43]=[CH:42][CH:41]=[CH:40][CH:39]=1, predict the reactants needed to synthesize it. The reactants are: Cl.[NH2:2][C:3]1[CH:8]=[CH:7][C:6]([C:9]2[N:14]=[CH:13][N:12]=[C:11]([NH:15][C@H:16]([C:24]([O:26][CH3:27])=[O:25])[CH2:17][C:18]3[CH:23]=[CH:22][CH:21]=[CH:20][CH:19]=3)[CH:10]=2)=[CH:5][CH:4]=1.C(N(CC)C(C)C)(C)C.[C:37](Cl)(=[O:44])[C:38]1[CH:43]=[CH:42][CH:41]=[CH:40][CH:39]=1. (4) Given the product [NH2:1][CH2:2][C:3]1[N:4]([CH2:22][CH:23]([CH3:25])[CH3:24])[C:5](=[O:21])[C:6]2[C:11]([C:12]=1[C:13]1[CH:18]=[CH:17][CH:16]=[CH:15][CH:14]=1)=[CH:10][C:9]([S:19]([CH3:20])=[O:27])=[CH:8][CH:7]=2, predict the reactants needed to synthesize it. The reactants are: [NH2:1][CH2:2][C:3]1[N:4]([CH2:22][CH:23]([CH3:25])[CH3:24])[C:5](=[O:21])[C:6]2[C:11]([C:12]=1[C:13]1[CH:18]=[CH:17][CH:16]=[CH:15][CH:14]=1)=[CH:10][C:9]([S:19][CH3:20])=[CH:8][CH:7]=2.S(=O)(=O)(O)[OH:27].OOS([O-])=O.[K+].C(=O)([O-])O.[Na+]. (5) The reactants are: [Cl:1][C:2]1[C:15]([F:16])=[C:14]([Cl:17])[C:13]([F:18])=[C:12]([Cl:19])[C:3]=1[C:4]([CH2:6][C:7]([O:9][CH2:10][CH3:11])=[O:8])=[O:5].[CH:20](OCC)(OCC)OCC.C(OC(=O)C)(=O)C.[CH:37]1([NH2:40])[CH2:39][CH2:38]1. Given the product [Cl:1][C:2]1[C:15]([F:16])=[C:14]([Cl:17])[C:13]([F:18])=[C:12]([Cl:19])[C:3]=1[C:4]([C:6](=[CH:20][NH:40][CH:37]1[CH2:39][CH2:38]1)[C:7]([O:9][CH2:10][CH3:11])=[O:8])=[O:5], predict the reactants needed to synthesize it. (6) Given the product [CH:1]([N:4]1[C:8]2[CH:9]=[CH:10][CH:11]=[CH:12][C:7]=2[N:6]([C:19]([NH:21][CH2:22][CH:23]2[CH2:24][CH2:25][N:26]([CH2:29][C:30]3([C:34]([O:36][CH3:37])=[O:35])[CH2:33][CH2:32][CH2:31]3)[CH2:27][CH2:28]2)=[O:18])[C:5]1=[O:13])([CH3:3])[CH3:2], predict the reactants needed to synthesize it. The reactants are: [CH:1]([N:4]1[C:8]2[CH:9]=[CH:10][CH:11]=[CH:12][C:7]=2[NH:6][C:5]1=[O:13])([CH3:3])[CH3:2].C([O:18][C:19]([NH:21][CH2:22][CH:23]1[CH2:28][CH2:27][N:26]([CH2:29][C:30]2([C:34]([O:36][CH3:37])=[O:35])[CH2:33][CH2:32][CH2:31]2)[CH2:25][CH2:24]1)=O)(C)(C)C. (7) Given the product [NH2:23][C:13]1[N:12]=[C:11]2[S:10][N:9]=[C:8]([C:5]3[CH:6]=[CH:7][C:2]([F:1])=[CH:3][CH:4]=3)[C:16]2=[C:15]([N:17]2[CH2:18][CH2:19][N:20]([C:37](=[O:38])[CH2:36][O:35][C:34]3[CH:40]=[CH:41][C:31]([Cl:30])=[CH:32][CH:33]=3)[CH2:21][CH2:22]2)[N:14]=1, predict the reactants needed to synthesize it. The reactants are: [F:1][C:2]1[CH:7]=[CH:6][C:5]([C:8]2[C:16]3[C:11](=[N:12][C:13]([NH2:23])=[N:14][C:15]=3[N:17]3[CH2:22][CH2:21][NH:20][CH2:19][CH2:18]3)[S:10][N:9]=2)=[CH:4][CH:3]=1.C(=O)([O-])[O-].[K+].[K+].[Cl:30][C:31]1[CH:41]=[CH:40][C:34]([O:35][CH2:36][C:37](Cl)=[O:38])=[CH:33][CH:32]=1.